This data is from Full USPTO retrosynthesis dataset with 1.9M reactions from patents (1976-2016). The task is: Predict the reactants needed to synthesize the given product. (1) Given the product [O:1]1[CH:5]=[CH:4][CH:3]=[C:2]1[C:6]1[O:7][C:8]([CH3:33])=[C:9]([CH2:11][O:12][C:13]2[CH:30]=[CH:29][C:16]([CH2:17][O:18][C:19]3[C:23](/[CH:24]=[CH:34]/[P:43](=[O:50])([O:44][CH2:45][CH3:46])[O:47][CH2:48][CH3:49])=[CH:22][N:21]([CH2:26][CH2:27][OH:28])[N:20]=3)=[CH:15][C:14]=2[O:31][CH3:32])[N:10]=1, predict the reactants needed to synthesize it. The reactants are: [O:1]1[CH:5]=[CH:4][CH:3]=[C:2]1[C:6]1[O:7][C:8]([CH3:33])=[C:9]([CH2:11][O:12][C:13]2[CH:30]=[CH:29][C:16]([CH2:17][O:18][C:19]3[C:23]([CH:24]=O)=[CH:22][N:21]([CH2:26][CH2:27][OH:28])[N:20]=3)=[CH:15][C:14]=2[O:31][CH3:32])[N:10]=1.[CH2:34]([P:43](=[O:50])([O:47][CH2:48][CH3:49])[O:44][CH2:45][CH3:46])P(=O)(OCC)OCC.CN(C)C=O.[H-].[Na+]. (2) Given the product [OH:40][CH2:44][CH2:43][O:1][C:2]1[CH:3]=[CH:4][C:5](/[C:8](/[CH2:38][CH3:39])=[C:9](\[C:25]2[CH:26]=[CH:27][C:28](/[CH:31]=[CH:32]/[C:33]([O:35][CH2:36][CH3:37])=[O:34])=[CH:29][CH:30]=2)/[C:10]2[CH:11]=[C:12]3[C:16](=[CH:17][CH:18]=2)[N:15]([CH:19]2[CH2:24][CH2:23][CH2:22][CH2:21][O:20]2)[N:14]=[CH:13]3)=[CH:6][CH:7]=1, predict the reactants needed to synthesize it. The reactants are: [OH:1][C:2]1[CH:7]=[CH:6][C:5](/[C:8](/[CH2:38][CH3:39])=[C:9](\[C:25]2[CH:30]=[CH:29][C:28](/[CH:31]=[CH:32]/[C:33]([O:35][CH2:36][CH3:37])=[O:34])=[CH:27][CH:26]=2)/[C:10]2[CH:11]=[C:12]3[C:16](=[CH:17][CH:18]=2)[N:15]([CH:19]2[CH2:24][CH2:23][CH2:22][CH2:21][O:20]2)[N:14]=[CH:13]3)=[CH:4][CH:3]=1.[O:40]1[CH2:44][CH2:43]OC1=O.C(=O)([O-])[O-].[K+].[K+].C(OCC)(=O)C. (3) Given the product [CH3:31][O:30][CH2:29][C:26]1[CH:25]=[CH:24][C:23]([C:22]2[C:17]([N:14]3[CH2:13][CH2:12][N:11]([CH2:10][CH2:9][NH:7][CH3:6])[CH2:16][CH2:15]3)=[N:18][CH:19]=[CH:20][N:21]=2)=[CH:28][CH:27]=1, predict the reactants needed to synthesize it. The reactants are: C(O[C:6](=O)[N:7]([CH2:9][CH2:10][N:11]1[CH2:16][CH2:15][N:14]([C:17]2[C:22]([C:23]3[CH:28]=[CH:27][C:26]([CH2:29][O:30][CH3:31])=[CH:25][CH:24]=3)=[N:21][CH:20]=[CH:19][N:18]=2)[CH2:13][CH2:12]1)C)(C)(C)C.FC(F)(F)C(O)=O. (4) Given the product [Cl:1][C:2]1[C:10]([F:11])=[C:9]([F:12])[CH:8]=[CH:7][C:3]=1[C:4]([NH2:17])=[O:5], predict the reactants needed to synthesize it. The reactants are: [Cl:1][C:2]1[C:10]([F:11])=[C:9]([F:12])[CH:8]=[CH:7][C:3]=1[C:4](O)=[O:5].S(Cl)(Cl)=O.[NH3:17]. (5) Given the product [C:1]([O:5][C:6](=[O:15])[C:7]([O:11][C:12](=[O:14])[CH3:13])([C:8](=[O:9])[CH3:10])[CH2:21][CH:22]=[C:23]([CH3:37])[CH2:24][CH2:25][CH:26]=[C:27]([CH3:36])[CH2:28][O:29][CH:30]1[CH2:35][CH2:34][CH2:33][CH2:32][O:31]1)([CH3:2])([CH3:3])[CH3:4], predict the reactants needed to synthesize it. The reactants are: [C:1]([O:5][C:6](=[O:15])[CH:7]([O:11][C:12](=[O:14])[CH3:13])[C:8]([CH3:10])=[O:9])([CH3:4])([CH3:3])[CH3:2].[H-].[Na+].[H][H].Cl[CH2:21][CH:22]=[C:23]([CH3:37])[CH2:24][CH2:25][CH:26]=[C:27]([CH3:36])[CH2:28][O:29][CH:30]1[CH2:35][CH2:34][CH2:33][CH2:32][O:31]1. (6) Given the product [CH:45]1([CH2:48][O:49][CH2:50][C:51]2[O:55][C:54]([C@H:56]3[CH2:57][CH2:58][C@H:59]([C:62]([NH:1][CH2:2][CH2:3][NH:4][C:5]([C:7]4[C:8]([C:18]([F:20])([F:21])[F:19])=[N:9][N:10]([C:12]5[CH:17]=[CH:16][CH:15]=[CH:14][CH:13]=5)[CH:11]=4)=[O:6])=[O:63])[CH2:60][CH2:61]3)=[N:53][N:52]=2)[CH2:46][CH2:47]1, predict the reactants needed to synthesize it. The reactants are: [NH2:1][CH2:2][CH2:3][NH:4][C:5]([C:7]1[C:8]([C:18]([F:21])([F:20])[F:19])=[N:9][N:10]([C:12]2[CH:17]=[CH:16][CH:15]=[CH:14][CH:13]=2)[CH:11]=1)=[O:6].CCN=C=NCCCN(C)C.Cl.C1C=CC2N(O)N=NC=2C=1.O.[CH:45]1([CH2:48][O:49][CH2:50][C:51]2[O:55][C:54]([C@H:56]3[CH2:61][CH2:60][C@H:59]([C:62](O)=[O:63])[CH2:58][CH2:57]3)=[N:53][N:52]=2)[CH2:47][CH2:46]1.CCN(C(C)C)C(C)C.